From a dataset of Catalyst prediction with 721,799 reactions and 888 catalyst types from USPTO. Predict which catalyst facilitates the given reaction. (1) Reactant: [O:1]1[CH2:6][CH2:5][CH:4]([OH:7])[CH2:3][CH2:2]1.[H-].[Na+].Cl[C:11]1[C:12]2[N:20]=[C:19]([Cl:21])[CH:18]=[CH:17][C:13]=2[N:14]=[CH:15][N:16]=1. Product: [Cl:21][C:19]1[CH:18]=[CH:17][C:13]2[N:14]=[CH:15][N:16]=[C:11]([O:7][CH:4]3[CH2:5][CH2:6][O:1][CH2:2][CH2:3]3)[C:12]=2[N:20]=1. The catalyst class is: 3. (2) Reactant: C([O:8][C:9]1[CH:14]=[CH:13][C:12]([C:15]2[S:19][C:18]([C:20]([O:22][CH3:23])=[O:21])=[CH:17][CH:16]=2)=[CH:11][C:10]=1[C:24]#[N:25])C1C=CC=CC=1.CC1C(C)=C(C)C(C)=C(C)C=1. Product: [C:24]([C:10]1[CH:11]=[C:12]([C:15]2[S:19][C:18]([C:20]([O:22][CH3:23])=[O:21])=[CH:17][CH:16]=2)[CH:13]=[CH:14][C:9]=1[OH:8])#[N:25]. The catalyst class is: 55. (3) Reactant: [Cl:1][C:2]1[CH:3]=[CH:4][C:5]([N+:9]([O-:11])=[O:10])=[C:6]([NH2:8])[CH:7]=1.C1C(=O)N([Br:19])C(=O)C1. Product: [Br:19][C:3]1[C:2]([Cl:1])=[CH:7][C:6]([NH2:8])=[C:5]([N+:9]([O-:11])=[O:10])[CH:4]=1. The catalyst class is: 52. (4) Reactant: [C:1]1([S:7]([CH2:10][C:11]2[CH:29]=[CH:28][CH:27]=[CH:26][C:12]=2[CH2:13][N:14]2[CH2:19][CH2:18][N:17]([CH2:20][C:21](OCC)=[O:22])[CH2:16][CH2:15]2)(=[O:9])=[O:8])[CH:6]=[CH:5][CH:4]=[CH:3][CH:2]=1.[NH2:30][NH2:31].C(O)C. Product: [C:1]1([S:7]([CH2:10][C:11]2[CH:29]=[CH:28][CH:27]=[CH:26][C:12]=2[CH2:13][N:14]2[CH2:19][CH2:18][N:17]([CH2:20][C:21]([NH:30][NH2:31])=[O:22])[CH2:16][CH2:15]2)(=[O:8])=[O:9])[CH:2]=[CH:3][CH:4]=[CH:5][CH:6]=1. The catalyst class is: 5.